Dataset: Catalyst prediction with 721,799 reactions and 888 catalyst types from USPTO. Task: Predict which catalyst facilitates the given reaction. (1) Reactant: [CH3:1][N:2]1[CH2:7][CH2:6][CH:5]([NH:8][CH3:9])[CH2:4][CH2:3]1.[S:10](N)([NH2:13])(=[O:12])=[O:11]. Product: [CH3:9][N:8]([CH:5]1[CH2:6][CH2:7][N:2]([CH3:1])[CH2:3][CH2:4]1)[S:10]([NH2:13])(=[O:12])=[O:11]. The catalyst class is: 12. (2) Reactant: F[C:2]1[CH:11]=[C:10]([F:12])[CH:9]=[C:8]2[C:3]=1[C:4](=[O:40])[NH:5][C:6]([C:13]1[CH:14]=[CH:15][C:16]([O:28][CH:29]3[CH2:32][N:31]([C:33]([O:35][C:36]([CH3:39])([CH3:38])[CH3:37])=[O:34])[CH2:30]3)=[C:17]([C:19]3[CH:24]=[CH:23][C:22]([S:25]([CH3:27])=[O:26])=[CH:21][CH:20]=3)[CH:18]=1)=[N:7]2.C[O-].[Na+].CO.[C:46](O)(=[O:48])C. Product: [F:12][C:10]1[CH:9]=[C:8]2[C:3]([C:4](=[O:40])[NH:5][C:6]([C:13]3[CH:14]=[CH:15][C:16]([O:28][CH:29]4[CH2:32][N:31]([C:33]([O:35][C:36]([CH3:38])([CH3:39])[CH3:37])=[O:34])[CH2:30]4)=[C:17]([C:19]4[CH:20]=[CH:21][C:22]([S:25]([CH3:27])=[O:26])=[CH:23][CH:24]=4)[CH:18]=3)=[N:7]2)=[C:2]([O:48][CH3:46])[CH:11]=1. The catalyst class is: 18. (3) Reactant: [CH2:1]([N:5]1[C:17]2[CH:16]=[N:15][C:14]([C:18]([O:20]CC)=[O:19])=[CH:13][C:12]=2[C:11]2[C:6]1=[CH:7][CH:8]=[CH:9][CH:10]=2)[CH2:2][CH2:3][CH3:4].O.[OH-].[Na+].O(C1C=C2C(C3C=CN=C(C)C=3N2CC)=CC=1)C. Product: [CH2:1]([N:5]1[C:17]2[CH:16]=[N:15][C:14]([C:18]([OH:20])=[O:19])=[CH:13][C:12]=2[C:11]2[C:6]1=[CH:7][CH:8]=[CH:9][CH:10]=2)[CH2:2][CH2:3][CH3:4]. The catalyst class is: 8. (4) Reactant: Cl.Cl.[Br:3][C:4]1[CH:5]=[C:6]2[C:11](=[CH:12][CH:13]=1)[N:10]=[C:9](Cl)[N:8]=[C:7]2[C:15]1[CH:20]=[CH:19][N:18]=[CH:17][CH:16]=1.[CH2:21]([CH2:23][NH2:24])[OH:22]. Product: [Br:3][C:4]1[CH:5]=[C:6]2[C:11](=[CH:12][CH:13]=1)[N:10]=[C:9]([NH:24][CH2:23][CH2:21][OH:22])[N:8]=[C:7]2[C:15]1[CH:20]=[CH:19][N:18]=[CH:17][CH:16]=1. The catalyst class is: 41.